From a dataset of Catalyst prediction with 721,799 reactions and 888 catalyst types from USPTO. Predict which catalyst facilitates the given reaction. Reactant: N1C=CC=CC=1.F.[CH3:8][O:9][C:10](=[O:47])[CH2:11][S:12][CH2:13][CH2:14][CH2:15][S:16][C@H:17]1[C:21](=[O:22])[CH2:20][C@@H:19]([O:23][Si](C(C)(C)C)(C)C)[C@@H:18]1/[CH:31]=[CH:32]/[C@@H:33]([O:39][Si](C(C)(C)C)(C)C)[CH2:34][CH2:35][CH2:36][CH2:37][CH3:38]. Product: [CH3:8][O:9][C:10](=[O:47])[CH2:11][S:12][CH2:13][CH2:14][CH2:15][S:16][C@H:17]1[C:21](=[O:22])[CH2:20][C@@H:19]([OH:23])[C@@H:18]1/[CH:31]=[CH:32]/[C@@H:33]([OH:39])[CH2:34][CH2:35][CH2:36][CH2:37][CH3:38]. The catalyst class is: 23.